This data is from Full USPTO retrosynthesis dataset with 1.9M reactions from patents (1976-2016). The task is: Predict the reactants needed to synthesize the given product. (1) Given the product [CH2:37]([N:3]([CH2:1][CH3:2])[C:4]([C:6]1[CH:15]=[CH:14][C:13]2[C:8](=[CH:9][CH:10]=[CH:11][C:12]=2[NH:16][CH2:17][C:18]([OH:36])([C:32]([F:34])([F:33])[F:35])[CH2:19][C:20]([C:23]2[CH:28]=[C:27]([F:29])[CH:26]=[CH:25][C:24]=2[O:30][CH3:31])([CH3:21])[CH3:22])[N:7]=1)=[O:5])[CH3:38], predict the reactants needed to synthesize it. The reactants are: [CH2:1]([N:3]([CH2:37][CH3:38])[C:4]([C:6]1[CH:15]=[CH:14][C:13]2[C:8](=[CH:9][CH:10]=[CH:11][C:12]=2[N:16]=[CH:17][C:18]([OH:36])([C:32]([F:35])([F:34])[F:33])[CH2:19][C:20]([C:23]2[CH:28]=[C:27]([F:29])[CH:26]=[CH:25][C:24]=2[O:30][CH3:31])([CH3:22])[CH3:21])[N:7]=1)=[O:5])[CH3:2].[BH4-].[Na+].[Cl-].C(OCC)(=O)C. (2) Given the product [C:1]([O:5][C:6](=[O:7])[NH:8][CH:9]1[CH2:13][CH2:12][N:11]([CH2:19][C:18]2[CH:22]=[CH:23][C:15]([F:14])=[CH:16][CH:17]=2)[CH2:10]1)([CH3:4])([CH3:2])[CH3:3], predict the reactants needed to synthesize it. The reactants are: [C:1]([O:5][C:6]([NH:8][C@@H:9]1[CH2:13][CH2:12][NH:11][CH2:10]1)=[O:7])([CH3:4])([CH3:3])[CH3:2].[F:14][C:15]1[CH:23]=[CH:22][C:18]([C:19](Cl)=O)=[CH:17][CH:16]=1.C(N(CC)C(C)C)(C)C.O. (3) The reactants are: [OH:1][CH2:2][C:3]1[CH:8]=[CH:7][C:6](C2C=CC=C(S(C3C=C4C(=C(C)C=3)N=CC(C(N)=O)=C4NC3C=CC=C(OC)C=3)(=O)=O)C=2)=[CH:5][CH:4]=1.Br[C:42]1[CH:47]=[CH:46][C:45]([S:48]([C:51]2[CH:52]=[C:53]3[C:58](=[C:59]([CH3:61])[CH:60]=2)[N:57]=[CH:56][C:55]([C:62]([NH2:64])=[O:63])=[C:54]3[NH:65][C:66]2[CH:71]=[CH:70][CH:69]=[C:68]([O:72][CH3:73])[CH:67]=2)(=[O:50])=[O:49])=[CH:44][CH:43]=1. Given the product [OH:1][CH2:2][C:3]1[CH:8]=[CH:7][C:6]([C:42]2[CH:47]=[CH:46][C:45]([S:48]([C:51]3[CH:52]=[C:53]4[C:58](=[C:59]([CH3:61])[CH:60]=3)[N:57]=[CH:56][C:55]([C:62]([NH2:64])=[O:63])=[C:54]4[NH:65][C:66]3[CH:71]=[CH:70][CH:69]=[C:68]([O:72][CH3:73])[CH:67]=3)(=[O:50])=[O:49])=[CH:44][CH:43]=2)=[CH:5][CH:4]=1, predict the reactants needed to synthesize it.